This data is from Forward reaction prediction with 1.9M reactions from USPTO patents (1976-2016). The task is: Predict the product of the given reaction. (1) Given the reactants C[Si](Cl)(C)C.[H-].[Al+3].[Li+].[H-].[H-].[H-].[C:12]1([P:22]([C:36]2[C:45]3[C:40](=[CH:41][CH:42]=[CH:43][CH:44]=3)[CH:39]=[CH:38][CH:37]=2)[C:23]2[CH:28]=[CH:27][CH:26]=[CH:25][C:24]=2[P:29](OCC)OCC)[C:21]2[C:16](=[CH:17][CH:18]=[CH:19][CH:20]=2)[CH:15]=[CH:14][CH:13]=1.[OH-].[Na+], predict the reaction product. The product is: [C:12]1([P:22]([C:36]2[C:45]3[C:40](=[CH:41][CH:42]=[CH:43][CH:44]=3)[CH:39]=[CH:38][CH:37]=2)[C:23]2[CH:28]=[CH:27][CH:26]=[CH:25][C:24]=2[PH2:29])[C:21]2[C:16](=[CH:17][CH:18]=[CH:19][CH:20]=2)[CH:15]=[CH:14][CH:13]=1. (2) Given the reactants [F:1][C:2]1[CH:8]=[C:7]([O:9][CH:10]2[CH2:15][CH2:14][N:13]([CH2:16][CH2:17][F:18])[CH2:12][CH2:11]2)[CH:6]=[CH:5][C:3]=1[NH2:4].Cl[C:20]1[N:29]=[CH:28][C:27]2[C:22](=[C:23]([C:30]3[CH:31]=[C:32]([NH:36][C:37](=[O:40])[CH:38]=[CH2:39])[CH:33]=[CH:34][CH:35]=3)[CH:24]=[CH:25][CH:26]=2)[N:21]=1.C(O)(C(F)(F)F)=O, predict the reaction product. The product is: [F:1][C:2]1[CH:8]=[C:7]([O:9][CH:10]2[CH2:11][CH2:12][N:13]([CH2:16][CH2:17][F:18])[CH2:14][CH2:15]2)[CH:6]=[CH:5][C:3]=1[NH:4][C:20]1[N:29]=[CH:28][C:27]2[C:22](=[C:23]([C:30]3[CH:31]=[C:32]([NH:36][C:37](=[O:40])[CH:38]=[CH2:39])[CH:33]=[CH:34][CH:35]=3)[CH:24]=[CH:25][CH:26]=2)[N:21]=1. (3) Given the reactants [NH:1]([CH2:5][CH2:6][OH:7])[CH2:2][CH2:3][OH:4].[CH3:8][O:9][C:10]1[CH:11]=[C:12]([CH:15]=[CH:16][CH:17]=1)[CH2:13]Cl, predict the reaction product. The product is: [OH:4][CH2:3][CH2:2][N:1]([CH2:13][C:12]1[CH:15]=[CH:16][CH:17]=[C:10]([O:9][CH3:8])[CH:11]=1)[CH2:5][CH2:6][OH:7]. (4) The product is: [CH:4]1[C:5]2[C:9]3[CH:10]=[CH:11][CH:12]=[CH:13][C:8]=3[O:7][C:6]=2[CH:14]=[C:2]([NH2:15])[CH:3]=1. Given the reactants Br[C:2]1[CH:3]=[CH:4][C:5]2[C:9]3[CH:10]=[CH:11][CH:12]=[CH:13][C:8]=3[O:7][C:6]=2[CH:14]=1.[NH3:15], predict the reaction product. (5) Given the reactants [Br:1][C:2]1[CH:10]=[C:9]2[C:5]([CH:6]=[N:7][NH:8]2)=[C:4]([O:11][CH3:12])[CH:3]=1.Br[C:14]1C=C(OC)C2C([CH:22]=1)=NN(CC)C=2, predict the reaction product. The product is: [Br:1][C:2]1[CH:10]=[C:9]2[C:5]([CH:6]=[N:7][N:8]2[CH2:14][CH3:22])=[C:4]([O:11][CH3:12])[CH:3]=1. (6) The product is: [Br:15][C:16]1[CH:17]=[CH:18][C:19]2[N:20]([C:2]3[C:7]4[S:8][C:9]5[CH:14]=[CH:13][CH:12]=[CH:11][C:10]=5[C:6]=4[CH:5]=[CH:4][CH:3]=3)[C:21]3[C:26]([C:27]=2[CH:28]=1)=[CH:25][CH:24]=[CH:23][CH:22]=3. Given the reactants I[C:2]1[C:7]2[S:8][C:9]3[CH:14]=[CH:13][CH:12]=[CH:11][C:10]=3[C:6]=2[CH:5]=[CH:4][CH:3]=1.[Br:15][C:16]1[CH:17]=[CH:18][C:19]2[NH:20][C:21]3[C:26]([C:27]=2[CH:28]=1)=[CH:25][CH:24]=[CH:23][CH:22]=3.C([O-])([O-])=O.[K+].[K+], predict the reaction product. (7) The product is: [Cl:1][C:2]1[CH:3]=[CH:4][C:5]([CH2:6][N:7]2[CH2:8][CH2:9][CH:10]([NH:13][CH2:34][C@@:31]([OH:32])([CH3:33])[CH2:30][O:29][C:20]3[CH:19]=[CH:18][C:17]([F:16])=[CH:22][C:21]=3/[CH:23]=[CH:24]/[C:25]([O:27][CH3:28])=[O:26])[CH2:11][CH2:12]2)=[CH:14][CH:15]=1. Given the reactants [Cl:1][C:2]1[CH:15]=[CH:14][C:5]([CH2:6][N:7]2[CH2:12][CH2:11][CH:10]([NH2:13])[CH2:9][CH2:8]2)=[CH:4][CH:3]=1.[F:16][C:17]1[CH:18]=[CH:19][C:20]([O:29][CH2:30][C@:31]2([CH3:34])[CH2:33][O:32]2)=[C:21](/[CH:23]=[CH:24]/[C:25]([O:27][CH3:28])=[O:26])[CH:22]=1, predict the reaction product. (8) Given the reactants [CH3:1][O:2][C:3]1[CH:8]=[C:7]([CH2:9][O:10][CH3:11])[CH:6]=[C:5]([O:12][CH3:13])[C:4]=1[C:14]1[N:19]2[N:20]=[C:21]([CH2:26][CH3:27])[C:22]([N+:23]([O-])=O)=[C:18]2[CH:17]=[CH:16][CH:15]=1.C(O)C.O, predict the reaction product. The product is: [CH3:13][O:12][C:5]1[CH:6]=[C:7]([CH2:9][O:10][CH3:11])[CH:8]=[C:3]([O:2][CH3:1])[C:4]=1[C:14]1[N:19]2[N:20]=[C:21]([CH2:26][CH3:27])[C:22]([NH2:23])=[C:18]2[CH:17]=[CH:16][CH:15]=1. (9) Given the reactants N1(C(C)C[NH:9][C:10]2[CH:15]=[CH:14][C:13]([C:16]3[O:17][C:18]4[CH:24]=[CH:23][CH:22]=[CH:21][C:19]=4[N:20]=3)=[CH:12][C:11]=2[N+:25]([O-])=O)CCOCC1.[H][H].[O:31]1[CH2:35][CH2:34][CH2:33][CH2:32]1, predict the reaction product. The product is: [N:9]1([CH2:10][CH2:11][CH2:12][NH:25][C:11]2[CH:12]=[C:13]([C:16]3[O:17][C:18]4[CH:24]=[CH:23][CH:22]=[CH:21][C:19]=4[N:20]=3)[CH:14]=[CH:15][C:10]=2[NH2:9])[CH2:34][CH2:35][O:31][CH2:32][CH2:33]1.